Dataset: Reaction yield outcomes from USPTO patents with 853,638 reactions. Task: Predict the reaction yield, written as a fraction of the theoretical maximum amount of product (1.0 means a 100% yield; for example, 0.34 means a 34% yield). (1) The reactants are [Br:1][C:2]1[C:12]([CH3:13])=[CH:11][C:5]([C:6]([O:8][CH2:9][CH3:10])=[O:7])=[CH:4][C:3]=1[OH:14].Br[CH2:16][CH2:17][CH2:18][C:19]([F:22])([F:21])[F:20].C(=O)([O-])[O-].[K+].[K+].CCOC(C)=O. The catalyst is CN(C=O)C.CCCCCC. The product is [Br:1][C:2]1[C:3]([O:14][CH2:16][CH2:17][CH2:18][C:19]([F:22])([F:21])[F:20])=[CH:4][C:5]([C:6]([O:8][CH2:9][CH3:10])=[O:7])=[CH:11][C:12]=1[CH3:13]. The yield is 0.930. (2) The reactants are [NH2:1][CH:2]([C:6]1[CH:11]=[CH:10][C:9]([Br:12])=[CH:8][CH:7]=1)[C:3]([NH2:5])=[O:4].[C:13]1(=O)[CH2:17][CH2:16][CH2:15][CH2:14]1. The catalyst is C(O)C. The product is [Br:12][C:9]1[CH:10]=[CH:11][C:6]([CH:2]2[NH:1][C:13]3([CH2:17][CH2:16][CH2:15][CH2:14]3)[NH:5][C:3]2=[O:4])=[CH:7][CH:8]=1. The yield is 0.650. (3) The reactants are [C:1]([C:4]1[CH:32]=[CH:31][C:7]([CH2:8][N:9]2[CH2:13][CH2:12][N:11]([C:14]3[S:18][C:17]([C:19]([NH:21][CH2:22][C:23]4[CH:24]=[N:25][CH:26]=[CH:27][CH:28]=4)=[O:20])=[C:16]([CH3:29])[CH:15]=3)[C:10]2=[O:30])=[CH:6][CH:5]=1)(=[O:3])N.[OH-].[K+].C(O)(=[O:37])C. The catalyst is C(O)C.O. The product is [CH3:29][C:16]1[CH:15]=[C:14]([N:11]2[CH2:12][CH2:13][N:9]([CH2:8][C:7]3[CH:31]=[CH:32][C:4]([C:1]([OH:3])=[O:37])=[CH:5][CH:6]=3)[C:10]2=[O:30])[S:18][C:17]=1[C:19](=[O:20])[NH:21][CH2:22][C:23]1[CH:24]=[N:25][CH:26]=[CH:27][CH:28]=1. The yield is 0.500. (4) The reactants are Cl.[CH3:2][O:3][C:4](=[O:14])[C@H:5]([CH2:7][C:8]1[CH:13]=[CH:12][CH:11]=[CH:10][CH:9]=1)[NH2:6].CN1CCOCC1.[C:22]([N:30]1[C@@H:34]([CH3:35])[C:33](=O)[O:32]C1=O)(=[O:29])[C:23]1[CH:28]=[CH:27][CH:26]=[CH:25][CH:24]=1.C(N[C@H](C(O)=O)C)(=O)C1C=CC=CC=1.Cl. The product is [CH3:2][O:3][C:4](=[O:14])[C@H:5]([CH2:7][C:8]1[CH:13]=[CH:12][CH:11]=[CH:10][CH:9]=1)[NH:6][C:33](=[O:32])[C@H:34]([CH3:35])[NH:30][C:22](=[O:29])[C:23]1[CH:24]=[CH:25][CH:26]=[CH:27][CH:28]=1. The yield is 0.650. The catalyst is O1CCCC1. (5) The reactants are [F:1][C:2]1[CH:7]=[C:6]([I:8])[CH:5]=[CH:4][C:3]=1[NH:9][C:10]1[C:11]([C:15]([OH:17])=O)=[CH:12][S:13][CH:14]=1.Cl.CN(C)CCCN=C=NCC.Cl.[OH:31][CH2:32][C:33]1([OH:37])[CH2:36][NH:35][CH2:34]1. The catalyst is CN(C)C1C=CN=CC=1.CN(C=O)C. The product is [F:1][C:2]1[CH:7]=[C:6]([I:8])[CH:5]=[CH:4][C:3]=1[NH:9][C:10]1[C:11]([C:15]([N:35]2[CH2:36][C:33]([CH2:32][OH:31])([OH:37])[CH2:34]2)=[O:17])=[CH:12][S:13][CH:14]=1. The yield is 1.00. (6) The reactants are [NH2:1][C:2]1[S:3][CH:4]=[CH:5][C:6]=1[C:7]([C:9]1[CH:18]=[CH:17][C:12]([C:13]([O:15][CH3:16])=[O:14])=[CH:11][CH:10]=1)=[O:8].[I-].[Na+].C(=O)=O.[CH3:24][C:25](C)=[O:26].[NH3:28]. The catalyst is O1CCCC1. The product is [NH2:28][CH2:24][C:25]([NH:1][C:2]1[S:3][CH:4]=[CH:5][C:6]=1[C:7]([C:9]1[CH:18]=[CH:17][C:12]([C:13]([O:15][CH3:16])=[O:14])=[CH:11][CH:10]=1)=[O:8])=[O:26]. The yield is 0.280. (7) The reactants are [CH2:1]1[S:5][C@H:4]([CH2:6][OH:7])[O:3][C@@H:2]1[N:8]1[C:13](=[O:14])[N:12]=[C:11]([NH2:15])[CH:10]=[CH:9]1.N1C=CC=CC=1.[C:22](Cl)(=[O:29])[O:23][CH2:24][C:25]([Cl:28])([Cl:27])[Cl:26]. The catalyst is CN(C=O)C.CN(C1C=CN=CC=1)C. The product is [OH:7][CH2:6][C@H:4]1[S:5][CH2:1][C@@H:2]([N:8]2[CH:9]=[CH:10][C:11]([NH:15][C:22](=[O:29])[O:23][CH2:24][C:25]([Cl:28])([Cl:27])[Cl:26])=[N:12][C:13]2=[O:14])[O:3]1. The yield is 0.490.